From a dataset of Catalyst prediction with 721,799 reactions and 888 catalyst types from USPTO. Predict which catalyst facilitates the given reaction. Reactant: CN(C([O:8]N1N=NC2C=CC=NC1=2)=[N+](C)C)C.F[P-](F)(F)(F)(F)F.[CH:25]1[CH:26]=[CH:27][C:28]2[N:33](O)N=N[C:29]=2[CH:30]=1.[F:35][C:36]1[CH:41]=[C:40]([F:42])[CH:39]=[CH:38][C:37]=1[C:43]1[CH:48]=[CH:47][C:46](C(O)=O)=[CH:45][CH:44]=1.NC1C=[CH:57][C:56]([N:59]2C[CH2:62][CH:61](N(C)C(=O)C)[CH2:60]2)=[CH:55][CH:54]=1.C[N:70]([CH:72]=[O:73])C. Product: [C:61]([CH2:60][NH:59][CH:56]1[CH2:55][CH2:54][N:33]([C:28]2[CH:27]=[CH:26][C:25]([NH:70][C:72]([C:46]3[CH:45]=[CH:44][C:43]([C:37]4[CH:38]=[CH:39][C:40]([F:42])=[CH:41][C:36]=4[F:35])=[CH:48][CH:47]=3)=[O:73])=[CH:30][CH:29]=2)[CH2:57]1)(=[O:8])[CH3:62]. The catalyst class is: 66.